From a dataset of Catalyst prediction with 721,799 reactions and 888 catalyst types from USPTO. Predict which catalyst facilitates the given reaction. (1) Reactant: Br[CH2:2][CH:3]1[O:8][C:7]2[CH:9]=[C:10]([S:13]([CH3:16])(=[O:15])=[O:14])[CH:11]=[CH:12][C:6]=2[CH2:5][O:4]1.[NH:17]1[CH2:22][CH2:21][O:20][CH2:19][CH2:18]1. Product: [CH3:16][S:13]([C:10]1[CH:11]=[CH:12][C:6]2[CH2:5][O:4][CH:3]([CH2:2][N:17]3[CH2:22][CH2:21][O:20][CH2:19][CH2:18]3)[O:8][C:7]=2[CH:9]=1)(=[O:15])=[O:14]. The catalyst class is: 14. (2) Reactant: [Cl:1][C:2]1[CH:10]=[C:9]2[C:5]([C:6]([C:12]3[N:13]=[C:14]4[C:20]([C:21](O)=[O:22])=[CH:19][N:18]([CH2:24][O:25][CH2:26][CH2:27][Si:28]([CH3:31])([CH3:30])[CH3:29])[C:15]4=[N:16][CH:17]=3)=[N:7][N:8]2[CH3:11])=[CH:4][CH:3]=1.F[B-](F)(F)F.N1(OC(N(C)C)=[N+](C)C)C2C=CC=CC=2N=N1.C(N(CC)C(C)C)(C)C.Cl.[CH3:64][S:65]([CH2:68][C@H:69]([NH2:71])[CH3:70])(=[O:67])=[O:66]. Product: [CH3:64][S:65]([CH2:68][C@H:69]([NH:71][C:21]([C:20]1[C:14]2[C:15](=[N:16][CH:17]=[C:12]([C:6]3[C:5]4[C:9](=[CH:10][C:2]([Cl:1])=[CH:3][CH:4]=4)[N:8]([CH3:11])[N:7]=3)[N:13]=2)[N:18]([CH2:24][O:25][CH2:26][CH2:27][Si:28]([CH3:29])([CH3:30])[CH3:31])[CH:19]=1)=[O:22])[CH3:70])(=[O:67])=[O:66]. The catalyst class is: 647.